This data is from Catalyst prediction with 721,799 reactions and 888 catalyst types from USPTO. The task is: Predict which catalyst facilitates the given reaction. (1) Reactant: [NH2:1][C:2](=[O:29])[CH2:3][O:4][C:5]1[CH:14]=[CH:13][C:12]([S:15](=[O:28])(=[O:27])[NH:16][C:17]2[CH:22]=[CH:21][C:20]([CH2:23][CH2:24][CH2:25][CH3:26])=[CH:19][CH:18]=2)=[CH:11][C:6]=1[C:7]([O:9]C)=[O:8].[OH-].[Na+]. Product: [CH2:23]([C:20]1[CH:21]=[CH:22][C:17]([NH:16][S:15]([C:12]2[CH:13]=[CH:14][C:5]([O:4][CH2:3][C:2](=[O:29])[NH2:1])=[C:6]([CH:11]=2)[C:7]([OH:9])=[O:8])(=[O:28])=[O:27])=[CH:18][CH:19]=1)[CH2:24][CH2:25][CH3:26]. The catalyst class is: 87. (2) Reactant: Br[C:2]1[CH:7]=[CH:6][CH:5]=[C:4]([O:8][CH2:9][O:10][CH3:11])[C:3]=1[F:12].[F:13][C:14]1[CH:19]=[CH:18][C:17](B(O)O)=[CH:16][CH:15]=1.C(=O)([O-])[O-].[Na+].[Na+].C1(P(C2CCCCC2)C2C=CC=CC=2C2C(OC)=CC=CC=2OC)CCCCC1. Product: [F:12][C:3]1[C:4]([O:8][CH2:9][O:10][CH3:11])=[CH:5][CH:6]=[CH:7][C:2]=1[C:17]1[CH:18]=[CH:19][C:14]([F:13])=[CH:15][CH:16]=1. The catalyst class is: 187. (3) Reactant: [CH:1]1([C:7]2[C:8]3[CH:9]=[CH:10][C:11]([C:39]([OH:41])=O)=[CH:12][C:13]=3[N:14]3[CH2:20][C:19]([C:21]([N:23]4[CH2:28][CH2:27][CH:26]([N:29]5[CH2:34][CH2:33][O:32][CH2:31][CH2:30]5)[CH2:25][CH2:24]4)=[O:22])=[CH:18][C:17]4[CH:35]=[CH:36][CH:37]=[CH:38][C:16]=4[C:15]=23)[CH2:6][CH2:5][CH2:4][CH2:3][CH2:2]1.C(N(CC)C(C)C)(C)C.C(O)(=O)C.[NH2:55][CH2:56][C:57]([N:59]([CH3:61])[CH3:60])=[O:58].Cl.CN(C)CCCN=C=NCC.ON1C2C=CC=CC=2N=N1. Product: [CH:1]1([C:7]2[C:8]3[CH:9]=[CH:10][C:11]([C:39]([NH:55][CH2:56][C:57]([N:59]([CH3:61])[CH3:60])=[O:58])=[O:41])=[CH:12][C:13]=3[N:14]3[CH2:20][C:19]([C:21]([N:23]4[CH2:24][CH2:25][CH:26]([N:29]5[CH2:34][CH2:33][O:32][CH2:31][CH2:30]5)[CH2:27][CH2:28]4)=[O:22])=[CH:18][C:17]4[CH:35]=[CH:36][CH:37]=[CH:38][C:16]=4[C:15]=23)[CH2:2][CH2:3][CH2:4][CH2:5][CH2:6]1. The catalyst class is: 2. (4) Reactant: [Cl:1][C:2]1[CH:7]=[CH:6][C:5]([CH:8]([C:24]2[CH:29]=[CH:28][CH:27]=[CH:26][CH:25]=2)[N:9]2[CH2:14][CH2:13][N:12](S(C3C=CC=CC=3)(=O)=O)[CH2:11][CH2:10]2)=[CH:4][CH:3]=1.Br.O. Product: [Cl:1][C:2]1[CH:3]=[CH:4][C:5]([CH:8]([C:24]2[CH:25]=[CH:26][CH:27]=[CH:28][CH:29]=2)[N:9]2[CH2:10][CH2:11][NH:12][CH2:13][CH2:14]2)=[CH:6][CH:7]=1. The catalyst class is: 15. (5) Reactant: [CH2:1]([N:8]1[C:16]2[C:11](=[CH:12][CH:13]=[CH:14][CH:15]=2)[C:10]([CH:17]=O)=[CH:9]1)[C:2]1[CH:7]=[CH:6][CH:5]=[CH:4][CH:3]=1.[OH-].[Na+].O.Cl.[CH2:23]([O:26][NH2:27])[CH:24]=[CH2:25]. Product: [CH2:23]([O:26][N:27]=[CH:17][C:10]1[C:11]2[C:16](=[CH:15][CH:14]=[CH:13][CH:12]=2)[N:8]([CH2:1][C:2]2[CH:3]=[CH:4][CH:5]=[CH:6][CH:7]=2)[CH:9]=1)[CH:24]=[CH2:25]. The catalyst class is: 8. (6) Reactant: [CH3:1][O:2][C:3]1[CH:4]=[C:5]2[C:10](=[CH:11][C:12]=1[O:13][CH2:14][CH2:15][N:16]1[CH2:21][CH2:20][CH2:19][CH2:18][CH2:17]1)[N:9]=[CH:8][NH:7][C:6]2=O.S(Cl)([Cl:25])=O. Product: [ClH:25].[Cl:25][C:6]1[C:5]2[C:10](=[CH:11][C:12]([O:13][CH2:14][CH2:15][N:16]3[CH2:21][CH2:20][CH2:19][CH2:18][CH2:17]3)=[C:3]([O:2][CH3:1])[CH:4]=2)[N:9]=[CH:8][N:7]=1. The catalyst class is: 3. (7) Reactant: [Cl:1][C:2]1[C:20](Cl)=[CH:19][CH:18]=[CH:17][C:3]=1[N:4]([C:11]1[CH:16]=[CH:15][CH:14]=[CH:13][CH:12]=1)[C:5]1[CH:10]=[CH:9][CH:8]=[CH:7][CH:6]=1.[C:22]1([C:41]2[CH:46]=[CH:45][CH:44]=[CH:43][CH:42]=2)[CH:27]=[CH:26][C:25]([NH:28][C:29]2[CH:34]=[CH:33][C:32]([C:35]3[CH:40]=[CH:39][CH:38]=[CH:37][CH:36]=3)=[CH:31][CH:30]=2)=[CH:24][CH:23]=1.CC([O-])(C)C.[Na+].C1(C)C(C)=CC=CC=1. Product: [C:32]1([C:35]2[CH:40]=[CH:39][CH:38]=[CH:37][CH:36]=2)[CH:33]=[CH:34][C:29]([N:28]([C:25]2[CH:24]=[CH:23][C:22]([C:41]3[CH:42]=[CH:43][CH:44]=[CH:45][CH:46]=3)=[CH:27][CH:26]=2)[C:20]2[CH:19]=[CH:18][CH:17]=[C:3]([N:4]([C:5]3[CH:6]=[CH:7][CH:8]=[CH:9][CH:10]=3)[C:11]3[CH:16]=[CH:15][CH:14]=[CH:13][CH:12]=3)[C:2]=2[Cl:1])=[CH:30][CH:31]=1. The catalyst class is: 84. (8) Reactant: F[C:2]1[CH:7]=[C:6]([C:8]2[C:16]3[C:11](=[CH:12][CH:13]=[C:14]([N+:17]([O-:19])=[O:18])[CH:15]=3)[N:10]([C:20]([C:33]3[CH:38]=[CH:37][CH:36]=[CH:35][CH:34]=3)([C:27]3[CH:32]=[CH:31][CH:30]=[CH:29][CH:28]=3)[C:21]3[CH:26]=[CH:25][CH:24]=[CH:23][CH:22]=3)[N:9]=2)[CH:5]=[CH:4][N:3]=1.[CH2:39]([NH2:41])[CH3:40]. Product: [CH2:39]([NH:41][C:2]1[CH:7]=[C:6]([C:8]2[C:16]3[C:11](=[CH:12][CH:13]=[C:14]([N+:17]([O-:19])=[O:18])[CH:15]=3)[N:10]([C:20]([C:21]3[CH:22]=[CH:23][CH:24]=[CH:25][CH:26]=3)([C:33]3[CH:34]=[CH:35][CH:36]=[CH:37][CH:38]=3)[C:27]3[CH:28]=[CH:29][CH:30]=[CH:31][CH:32]=3)[N:9]=2)[CH:5]=[CH:4][N:3]=1)[CH3:40]. The catalyst class is: 1.